Task: Predict the reaction yield, written as a fraction of the theoretical maximum amount of product (1.0 means a 100% yield; for example, 0.34 means a 34% yield).. Dataset: Reaction yield outcomes from USPTO patents with 853,638 reactions The reactants are [Br:1][CH2:2][CH2:3][CH2:4][CH2:5][CH2:6][C:7]1[CH:12]=[CH:11][C:10]([C:13]2[CH:18]=[CH:17][CH:16]=[CH:15][CH:14]=2)=[CH:9][CH:8]=1.[N:19]1[C:28]2[C:23](=[CH:24][CH:25]=[CH:26][CH:27]=2)[CH:22]=[CH:21][CH:20]=1. No catalyst specified. The product is [Br-:1].[C:10]1([C:13]2[CH:18]=[CH:17][CH:16]=[CH:15][CH:14]=2)[CH:11]=[CH:12][C:7]([CH2:6][CH2:5][CH2:4][CH2:3][CH2:2][N+:19]2[C:28]3[C:23](=[CH:24][CH:25]=[CH:26][CH:27]=3)[CH:22]=[CH:21][CH:20]=2)=[CH:8][CH:9]=1. The yield is 0.640.